Dataset: Catalyst prediction with 721,799 reactions and 888 catalyst types from USPTO. Task: Predict which catalyst facilitates the given reaction. (1) Reactant: [C:1]([NH:4][CH2:5][CH2:6][CH2:7][S:8]([O:11][CH2:12][C:13]([CH3:28])([CH3:27])[C@@H:14]([O:19]CC1C=CC=CC=1)[C:15]([O:17][CH3:18])=[O:16])(=[O:10])=[O:9])(=[O:3])[CH3:2]. Product: [C:1]([NH:4][CH2:5][CH2:6][CH2:7][S:8]([O:11][CH2:12][C:13]([CH3:28])([CH3:27])[C@@H:14]([OH:19])[C:15]([O:17][CH3:18])=[O:16])(=[O:9])=[O:10])(=[O:3])[CH3:2]. The catalyst class is: 63. (2) Reactant: [C:1]([O:5][C:6]([N:8]1[C@@H:12]([CH2:13][NH:14][C:15]2[CH:20]=[CH:19][CH:18]=[C:17]([Cl:21])[N:16]=2)[CH2:11][O:10][C:9]1([CH3:23])[CH3:22])=[O:7])([CH3:4])([CH3:3])[CH3:2].[CH:24](=O)[CH3:25].C(O[BH-](OC(=O)C)OC(=O)C)(=O)C.[Na+].C(O)(=O)C. Product: [C:1]([O:5][C:6]([N:8]1[C@@H:12]([CH2:13][N:14]([C:15]2[CH:20]=[CH:19][CH:18]=[C:17]([Cl:21])[N:16]=2)[CH2:24][CH3:25])[CH2:11][O:10][C:9]1([CH3:23])[CH3:22])=[O:7])([CH3:4])([CH3:2])[CH3:3]. The catalyst class is: 279.